Dataset: NCI-60 drug combinations with 297,098 pairs across 59 cell lines. Task: Regression. Given two drug SMILES strings and cell line genomic features, predict the synergy score measuring deviation from expected non-interaction effect. (1) Drug 1: C1CN(CCN1C(=O)CCBr)C(=O)CCBr. Drug 2: C1=NNC2=C1C(=O)NC=N2. Cell line: HS 578T. Synergy scores: CSS=6.82, Synergy_ZIP=-2.06, Synergy_Bliss=-0.193, Synergy_Loewe=-2.17, Synergy_HSA=-2.12. (2) Drug 1: CC1C(C(CC(O1)OC2CC(CC3=C2C(=C4C(=C3O)C(=O)C5=C(C4=O)C(=CC=C5)OC)O)(C(=O)CO)O)N)O.Cl. Drug 2: C1CCN(CC1)CCOC2=CC=C(C=C2)C(=O)C3=C(SC4=C3C=CC(=C4)O)C5=CC=C(C=C5)O. Cell line: HCC-2998. Synergy scores: CSS=-2.72, Synergy_ZIP=6.08, Synergy_Bliss=8.80, Synergy_Loewe=-1.60, Synergy_HSA=-1.39. (3) Drug 1: CNC(=O)C1=NC=CC(=C1)OC2=CC=C(C=C2)NC(=O)NC3=CC(=C(C=C3)Cl)C(F)(F)F. Drug 2: CC1C(C(CC(O1)OC2CC(CC3=C2C(=C4C(=C3O)C(=O)C5=C(C4=O)C(=CC=C5)OC)O)(C(=O)CO)O)N)O.Cl. Cell line: SF-268. Synergy scores: CSS=40.2, Synergy_ZIP=-2.67, Synergy_Bliss=-0.815, Synergy_Loewe=-34.0, Synergy_HSA=0.528. (4) Drug 1: CC1=C(C=C(C=C1)NC2=NC=CC(=N2)N(C)C3=CC4=NN(C(=C4C=C3)C)C)S(=O)(=O)N.Cl. Drug 2: CC1=C(N=C(N=C1N)C(CC(=O)N)NCC(C(=O)N)N)C(=O)NC(C(C2=CN=CN2)OC3C(C(C(C(O3)CO)O)O)OC4C(C(C(C(O4)CO)O)OC(=O)N)O)C(=O)NC(C)C(C(C)C(=O)NC(C(C)O)C(=O)NCCC5=NC(=CS5)C6=NC(=CS6)C(=O)NCCC[S+](C)C)O. Cell line: IGROV1. Synergy scores: CSS=-3.13, Synergy_ZIP=-4.13, Synergy_Bliss=-9.53, Synergy_Loewe=-16.7, Synergy_HSA=-9.07. (5) Drug 1: C1=C(C(=O)NC(=O)N1)N(CCCl)CCCl. Drug 2: C1=CC(=CC=C1CCCC(=O)O)N(CCCl)CCCl. Cell line: MDA-MB-435. Synergy scores: CSS=6.99, Synergy_ZIP=-2.34, Synergy_Bliss=2.02, Synergy_Loewe=-0.661, Synergy_HSA=0.610.